Dataset: Forward reaction prediction with 1.9M reactions from USPTO patents (1976-2016). Task: Predict the product of the given reaction. (1) Given the reactants [BH4-].[Na+].[CH3:3][O:4][CH2:5][C@H:6]([CH3:54])[CH2:7][O:8][CH2:9][C:10]1[CH:15]=[CH:14][C:13]([C@@H:16]2[C@H:21]([O:22][CH2:23][C@H:24]3[CH2:26][O:25]3)[CH2:20][NH:19][CH2:18][C@@H:17]2[O:27][CH:28]([C:39]2[CH:40]=[CH:41][C:42]3[O:47][CH2:46][CH2:45][N:44]([CH2:48][CH2:49][CH2:50][O:51][CH3:52])[C:43]=3[CH:53]=2)S(C2C=CC(C)=CC=2)(=O)=O)=[CH:12][CH:11]=1, predict the reaction product. The product is: [CH3:3][O:4][CH2:5][C@H:6]([CH3:54])[CH2:7][O:8][CH2:9][C:10]1[CH:15]=[CH:14][C:13]([C@@H:16]2[C@@H:17]([O:27][CH2:28][C:39]3[CH:40]=[CH:41][C:42]4[O:47][CH2:46][CH2:45][N:44]([CH2:48][CH2:49][CH2:50][O:51][CH3:52])[C:43]=4[CH:53]=3)[CH2:18][NH:19][CH2:20][C@H:21]2[O:22][CH2:23][C@H:24]([OH:25])[CH3:26])=[CH:12][CH:11]=1. (2) The product is: [C:43]([NH:1][C:2]1[CH:3]=[C:4]([CH:31]=[CH:32][CH:33]=1)[O:5][C:6]1[N:7]=[C:8]([NH:17][C:18]2[CH:19]=[CH:20][C:21]([N:24]3[CH2:25][CH2:26][N:27]([CH3:30])[CH2:28][CH2:29]3)=[CH:22][CH:23]=2)[C:9]([C:14]([NH2:16])=[O:15])=[N:10][C:11]=1[CH2:12][CH3:13])(=[O:46])[CH:44]=[CH2:45]. Given the reactants [NH2:1][C:2]1[CH:3]=[C:4]([CH:31]=[CH:32][CH:33]=1)[O:5][C:6]1[N:7]=[C:8]([NH:17][C:18]2[CH:23]=[CH:22][C:21]([N:24]3[CH2:29][CH2:28][N:27]([CH3:30])[CH2:26][CH2:25]3)=[CH:20][CH:19]=2)[C:9]([C:14]([NH2:16])=[O:15])=[N:10][C:11]=1[CH2:12][CH3:13].C(N(C(C)C)CC)(C)C.[C:43](Cl)(=[O:46])[CH:44]=[CH2:45], predict the reaction product. (3) Given the reactants [Br:1][C:2]1[CH:3]=[C:4]([C:12](=[O:14])[CH3:13])[CH:5]=[C:6]([C:8]([F:11])([F:10])[F:9])[CH:7]=1.[CH3:15][Mg+].[Br-], predict the reaction product. The product is: [Br:1][C:2]1[CH:3]=[C:4]([C:12]([OH:14])([CH3:15])[CH3:13])[CH:5]=[C:6]([C:8]([F:10])([F:11])[F:9])[CH:7]=1.